Dataset: Buchwald-Hartwig C-N cross coupling reaction yields with 55,370 reactions. Task: Predict the reaction yield, written as a fraction of the theoretical maximum amount of product (1.0 means a 100% yield; for example, 0.34 means a 34% yield). (1) The reactants are COc1ccc(Cl)cc1.Cc1ccc(N)cc1.O=S(=O)(O[Pd]1c2ccccc2-c2ccccc2N~1)C(F)(F)F.CC(C)c1cc(C(C)C)c(-c2ccccc2P(C(C)(C)C)C(C)(C)C)c(C(C)C)c1.CCN=P(N=P(N(C)C)(N(C)C)N(C)C)(N(C)C)N(C)C.CCOC(=O)c1cc(C)no1. No catalyst specified. The product is COc1ccc(Nc2ccc(C)cc2)cc1. The yield is 0. (2) The reactants are Brc1ccccn1.Cc1ccc(N)cc1.O=S(=O)(O[Pd]1c2ccccc2-c2ccccc2N~1)C(F)(F)F.CC(C)c1cc(C(C)C)c(-c2ccccc2P(C2CCCCC2)C2CCCCC2)c(C(C)C)c1.CN1CCCN2CCCN=C12.COC(=O)c1cc(-c2ccco2)on1. No catalyst specified. The product is Cc1ccc(Nc2ccccn2)cc1. The yield is 0.500. (3) The reactants are FC(F)(F)c1ccc(Cl)cc1.Cc1ccc(N)cc1.O=S(=O)(O[Pd]1c2ccccc2-c2ccccc2N~1)C(F)(F)F.CC(C)c1cc(C(C)C)c(-c2ccccc2P(C2CCCCC2)C2CCCCC2)c(C(C)C)c1.CN1CCCN2CCCN=C12.c1ccc2oncc2c1. The product is Cc1ccc(Nc2ccc(C(F)(F)F)cc2)cc1. No catalyst specified. The yield is 0.190. (4) The reactants are FC(F)(F)c1ccc(Br)cc1.Cc1ccc(N)cc1.O=S(=O)(O[Pd]1c2ccccc2-c2ccccc2N~1)C(F)(F)F.CC(C)c1cc(C(C)C)c(-c2ccccc2P(C2CCCCC2)C2CCCCC2)c(C(C)C)c1.CN1CCCN2CCCN=C12.c1ccc2oncc2c1. No catalyst specified. The product is Cc1ccc(Nc2ccc(C(F)(F)F)cc2)cc1. The yield is 0.286. (5) The reactants are Clc1ccccn1.Cc1ccc(N)cc1.O=S(=O)(O[Pd]1c2ccccc2-c2ccccc2N~1)C(F)(F)F.CC(C)c1cc(C(C)C)c(-c2ccccc2P(C2CCCCC2)C2CCCCC2)c(C(C)C)c1.CN(C)C(=NC(C)(C)C)N(C)C.Cc1cc(-n2cccc2)no1. No catalyst specified. The product is Cc1ccc(Nc2ccccn2)cc1. The yield is 0.267. (6) The reactants are Clc1ccccn1.Cc1ccc(N)cc1.O=S(=O)(O[Pd]1c2ccccc2-c2ccccc2N~1)C(F)(F)F.CC(C)c1cc(C(C)C)c(-c2ccccc2P(C2CCCCC2)C2CCCCC2)c(C(C)C)c1.CN(C)C(=NC(C)(C)C)N(C)C.Cc1ccon1. No catalyst specified. The product is Cc1ccc(Nc2ccccn2)cc1. The yield is 0.392.